This data is from Catalyst prediction with 721,799 reactions and 888 catalyst types from USPTO. The task is: Predict which catalyst facilitates the given reaction. (1) Reactant: [F:1][C:2]1[C:7]([CH2:8][N:9]2[CH:13]=[CH:12][C:11]([N:14]3C(=O)C4C(=CC=CC=4)C3=O)=[N:10]2)=[CH:6][CH:5]=[CH:4][N:3]=1.O.NN. Product: [F:1][C:2]1[C:7]([CH2:8][N:9]2[CH:13]=[CH:12][C:11]([NH2:14])=[N:10]2)=[CH:6][CH:5]=[CH:4][N:3]=1. The catalyst class is: 8. (2) Reactant: [Cl:1][C:2]1[N:7]=[CH:6][C:5]([CH2:8][N:9]([CH:13](O)[CH3:14])[CH2:10][CH2:11][CH3:12])=[CH:4][CH:3]=1.S(Cl)([Cl:18])=O. Product: [Cl:1][C:2]1[N:7]=[CH:6][C:5]([CH2:8][N:9]([CH2:13][CH2:14][Cl:18])[CH2:10][CH2:11][CH3:12])=[CH:4][CH:3]=1. The catalyst class is: 22. (3) Reactant: Br[CH2:2][C:3]([C:5]1[CH:10]=[CH:9][CH:8]=[C:7]([O:11][C:12]([F:15])([F:14])[F:13])[CH:6]=1)=O.[C:16]([NH:19][C:20]([NH2:22])=[NH:21])(=[O:18])[CH3:17]. Product: [F:13][C:12]([F:15])([F:14])[O:11][C:7]1[CH:6]=[C:5]([C:3]2[N:21]=[C:20]([NH:19][C:16](=[O:18])[CH3:17])[NH:22][CH:2]=2)[CH:10]=[CH:9][CH:8]=1. The catalyst class is: 10. (4) Reactant: [CH2:1]([O:4][C:5]1[C:14]2[NH:13][CH:12]=[CH:11][C:10](=[O:15])[C:9]=2[C:8]2[CH:16]=[CH:17][CH:18]=[CH:19][C:7]=2[CH:6]=1)[CH2:2][CH3:3].C(=O)([O-])[O-].[K+].[K+].[I:26]I.S([O-])([O-])(=O)=S.[Na+].[Na+]. Product: [I:26][C:11]1[C:10](=[O:15])[C:9]2[C:8]3[CH:16]=[CH:17][CH:18]=[CH:19][C:7]=3[CH:6]=[C:5]([O:4][CH2:1][CH2:2][CH3:3])[C:14]=2[NH:13][CH:12]=1. The catalyst class is: 39.